Dataset: Tox21: 12 toxicity assays (nuclear receptors and stress response pathways). Task: Binary classification across 12 toxicity assays. (1) The molecule is CC(C)N1C(=O)c2ccccc2NS1(=O)=O. It tested positive (active) for: SR-MMP (Mitochondrial Membrane Potential disruption). (2) The molecule is O=C(O)Cc1ccc(-c2ccccc2)cc1. It tested positive (active) for: NR-PPAR-gamma (PPAR-gamma nuclear receptor agonist). (3) The compound is CCCCCCCCOc1ccc(C(=O)c2ccccc2)c(O)c1. It tested positive (active) for: NR-AR (Androgen Receptor agonist activity). (4) The drug is CCCCCCCC[N+](C)(CCCCCCCC)CCCCCCCC.O=S(=O)([O-])C(F)(F)F. It tested positive (active) for: SR-MMP (Mitochondrial Membrane Potential disruption). (5) The molecule is CCCCCCCCCCCCCCCCO. It tested positive (active) for: SR-ARE (Antioxidant Response Element (oxidative stress)). (6) The molecule is c1ccc(CSCc2ccccc2)cc1. It tested positive (active) for: NR-ER (Estrogen Receptor agonist activity). (7) The molecule is c1ccc(OCc2ccc(CCCN3CCOCC3)cc2)cc1. It tested positive (active) for: SR-ARE (Antioxidant Response Element (oxidative stress)).